Dataset: Full USPTO retrosynthesis dataset with 1.9M reactions from patents (1976-2016). Task: Predict the reactants needed to synthesize the given product. (1) The reactants are: [NH2:1][C:2]1[CH:7]=[CH:6][C:5]([S:8][C:9]([CH3:16])([CH3:15])[C:10]([O:12][CH2:13][CH3:14])=[O:11])=[CH:4][CH:3]=1.Cl[CH2:18][CH2:19][N:20]1[C:29](=[O:30])[C:28]2[C:23](=[CH:24][CH:25]=[CH:26][CH:27]=2)[N:22]=[C:21]1[CH2:31][CH3:32].[I-].[K+:34]. Given the product [CH2:13]([O:12][C:10](=[O:11])[C:9]([S:8][C:5]1[CH:6]=[CH:7][C:2]([NH:1][CH2:18][CH2:19][N:20]2[C:29](=[O:30])[C:28]3[C:23](=[CH:24][CH:25]=[CH:26][CH:27]=3)[N:22]=[C:21]2[CH2:31][CH3:32])=[CH:3][CH:4]=1)([CH3:15])[CH3:16])[CH3:14].[C:10](=[O:11])([O-:30])[O-:12].[K+:34].[K+:34], predict the reactants needed to synthesize it. (2) Given the product [F:1][C:2]([F:20])([F:19])[O:3][C:4]1[CH:9]=[CH:8][CH:7]=[CH:6][C:5]=1[C:10]1[CH:11]=[C:12]([C:13]2[N:24]=[CH:26][NH:30][N:15]=2)[CH:16]=[CH:17][CH:18]=1, predict the reactants needed to synthesize it. The reactants are: [F:1][C:2]([F:20])([F:19])[O:3][C:4]1[CH:9]=[CH:8][CH:7]=[CH:6][C:5]=1[C:10]1[CH:11]=[C:12]([CH:16]=[CH:17][CH:18]=1)[C:13]([NH2:15])=O.COC(OC)[N:24]([CH3:26])C.O.[NH2:30]N. (3) Given the product [Cl:8][C:5]1[N:4]=[CH:3][C:2]([CH:9]2[CH2:11][CH2:10]2)=[CH:7][N:6]=1, predict the reactants needed to synthesize it. The reactants are: Br[C:2]1[CH:3]=[N:4][C:5]([Cl:8])=[N:6][CH:7]=1.[CH:9]1(B(O)O)[CH2:11][CH2:10]1.[O-]P([O-])([O-])=O.[K+].[K+].[K+].C1(P(C2CCCCC2)C2CCCCC2)CCCCC1. (4) Given the product [CH:1]1([CH2:4][O:5][C:6]2[CH:7]=[C:8]([CH:13]=[CH:14][C:15]=2[N:16]([CH2:21][CH2:22][N:23]2[CH2:24][CH2:25][N:26]([CH3:29])[CH2:27][CH2:28]2)[S:17]([CH3:20])(=[O:18])=[O:19])[C:9]([O-:11])=[O:10])[CH2:3][CH2:2]1.[Li+:30], predict the reactants needed to synthesize it. The reactants are: [CH:1]1([CH2:4][O:5][C:6]2[CH:7]=[C:8]([CH:13]=[CH:14][C:15]=2[N:16]([CH2:21][CH2:22][N:23]2[CH2:28][CH2:27][N:26]([CH3:29])[CH2:25][CH2:24]2)[S:17]([CH3:20])(=[O:19])=[O:18])[C:9]([O:11]C)=[O:10])[CH2:3][CH2:2]1.[Li+:30].[OH-]. (5) Given the product [C:7]([O:10][C:11]1[CH:19]=[CH:18][CH:17]=[CH:16][C:12]=1[C:13]([O:15][CH2:37][CH2:36][CH2:35][C:34]([O:33][CH2:26][C:27]1[CH:28]=[CH:29][CH:30]=[CH:31][CH:32]=1)=[O:39])=[O:14])(=[O:9])[CH3:8], predict the reactants needed to synthesize it. The reactants are: C([O-])(=O)CCC.[C:7]([O:10][C:11]1[CH:19]=[CH:18][CH:17]=[CH:16][C:12]=1[C:13]([OH:15])=[O:14])(=[O:9])[CH3:8].C(=O)([O-])[O-].[K+].[K+].[CH2:26]([O:33][C:34](=[O:39])[CH2:35][CH2:36][CH2:37]Br)[C:27]1[CH:32]=[CH:31][CH:30]=[CH:29][CH:28]=1.